Dataset: Catalyst prediction with 721,799 reactions and 888 catalyst types from USPTO. Task: Predict which catalyst facilitates the given reaction. (1) Reactant: [CH2:1]([NH:8][CH:9]1[CH2:15][CH2:14][CH2:13][C:12]2[CH:16]=[C:17]([OH:20])[CH:18]=[CH:19][C:11]=2[CH2:10]1)[C:2]1[CH:7]=[CH:6][CH:5]=[CH:4][CH:3]=1.[C:21](O[C:21]([O:23][C:24]([CH3:27])([CH3:26])[CH3:25])=[O:22])([O:23][C:24]([CH3:27])([CH3:26])[CH3:25])=[O:22]. Product: [CH2:1]([N:8]([C:21]([O:23][C:24]([CH3:27])([CH3:26])[CH3:25])=[O:22])[CH:9]1[CH2:15][CH2:14][CH2:13][C:12]2[CH:16]=[C:17]([OH:20])[CH:18]=[CH:19][C:11]=2[CH2:10]1)[C:2]1[CH:3]=[CH:4][CH:5]=[CH:6][CH:7]=1. The catalyst class is: 7. (2) Reactant: Br[C:2]1[CH:3]=[CH:4][C:5]2[O:9][N:8]=[C:7]([N:10]([C:18]([O:20][C:21]([CH3:24])([CH3:23])[CH3:22])=[O:19])[C:11]([O:13][C:14]([CH3:17])([CH3:16])[CH3:15])=[O:12])[C:6]=2[CH:25]=1.[B:26]1([B:26]2[O:30][C:29]([CH3:32])([CH3:31])[C:28]([CH3:34])([CH3:33])[O:27]2)[O:30][C:29]([CH3:32])([CH3:31])[C:28]([CH3:34])([CH3:33])[O:27]1.C([O-])(=O)C.[K+]. Product: [CH3:33][C:28]1([CH3:34])[C:29]([CH3:32])([CH3:31])[O:30][B:26]([C:2]2[CH:3]=[CH:4][C:5]3[O:9][N:8]=[C:7]([N:10]([C:18]([O:20][C:21]([CH3:24])([CH3:23])[CH3:22])=[O:19])[C:11]([O:13][C:14]([CH3:17])([CH3:16])[CH3:15])=[O:12])[C:6]=3[CH:25]=2)[O:27]1. The catalyst class is: 184. (3) Reactant: [CH3:1][O:2][C:3]1[CH:4]=[CH:5][C:6](/[CH:10]=[CH:11]/[C:12]2[CH:13]=[C:14]([OH:30])[CH:15]=[C:16]([O:18][C@@H]3O[C@H](CO)[C@@H](O)[C@H](O)[C@H]3O)[CH:17]=2)=[CH:7][C:8]=1[OH:9].C1(C)C=CC(S(O)(=O)=O)=CC=1. Product: [OH:30][C:14]1[CH:13]=[C:12]([CH:11]=[CH:10][C:6]2[CH:5]=[CH:4][C:3]([O:2][CH3:1])=[C:8]([OH:9])[CH:7]=2)[CH:17]=[C:16]([OH:18])[CH:15]=1. The catalyst class is: 5. (4) Reactant: S(O[CH2:12][C@H:13]1[O:18][CH2:17][CH2:16][N:15]([C:19]([O:21][C:22]([CH3:25])([CH3:24])[CH3:23])=[O:20])[CH2:14]1)(C1C=CC(C)=CC=1)(=O)=O.[N-:26]=[N+:27]=[N-:28].[Na+].[Na+].[I-]. Product: [N:26]([CH2:12][C@H:13]1[O:18][CH2:17][CH2:16][N:15]([C:19]([O:21][C:22]([CH3:25])([CH3:24])[CH3:23])=[O:20])[CH2:14]1)=[N+:27]=[N-:28]. The catalyst class is: 3. (5) Reactant: [CH2:1]1[C:14]2[C:13]3[CH:12]=[CH:11][CH:10]=[CH:9][C:8]=3[NH:7][C:6]=2[C:5]([C:15]([O:17][CH2:18][CH3:19])=[O:16])=[CH:4][NH:3][CH2:2]1.[H-].[Na+].[CH3:22]I.O. Product: [CH2:18]([O:17][C:15]([C:5]1[C:6]2[NH:7][C:8]3[CH:9]=[CH:10][CH:11]=[CH:12][C:13]=3[C:14]=2[CH2:1][CH2:2][N:3]([CH3:22])[CH:4]=1)=[O:16])[CH3:19]. The catalyst class is: 3. (6) Reactant: [H-].[Na+].O1CCOCC1.[Br:9][C:10]1[C:11]([NH2:16])=[N:12][CH:13]=[CH:14][CH:15]=1.[N:17]([C:20]1[CH:25]=[CH:24][C:23]([O:26][CH3:27])=[CH:22][CH:21]=1)=[C:18]=[S:19]. Product: [Br:9][C:10]1[C:11]([NH:16][C:18]([NH:17][C:20]2[CH:25]=[CH:24][C:23]([O:26][CH3:27])=[CH:22][CH:21]=2)=[S:19])=[N:12][CH:13]=[CH:14][CH:15]=1. The catalyst class is: 775.